From a dataset of Forward reaction prediction with 1.9M reactions from USPTO patents (1976-2016). Predict the product of the given reaction. Given the reactants [Cl:1][C:2]1[CH:3]=[C:4]2[C:8](=[CH:9][CH:10]=1)[N:7]([C:11]1[CH:16]=[CH:15][CH:14]=[C:13]([C:17]([F:20])([F:19])[F:18])[CH:12]=1)[C:6]([C:21](=[O:27])[CH2:22][C:23]([CH3:26])([CH3:25])[CH3:24])=[CH:5]2.C[Si]([N-][Si](C)(C)C)(C)C.[K+].Br[CH2:39][C:40]1[CH:49]=[CH:48][C:43]([C:44]([O:46]C)=O)=[CH:42][CH:41]=1.[Li+].[OH-].C(Cl)CCl.C1C=CC2N(O)N=NC=2C=1.Cl.C([O:71][C:72](=[O:76])[CH2:73][CH2:74][NH2:75])(C)(C)C.CCN(C(C)C)C(C)C, predict the reaction product. The product is: [Cl:1][C:2]1[CH:3]=[C:4]2[C:8](=[CH:9][CH:10]=1)[N:7]([C:11]1[CH:16]=[CH:15][CH:14]=[C:13]([C:17]([F:19])([F:18])[F:20])[CH:12]=1)[C:6]([C:21]([CH:22]([C:23]([CH3:24])([CH3:26])[CH3:25])[CH2:39][C:40]1[CH:41]=[CH:42][C:43]([C:44]([NH:75][CH2:74][CH2:73][C:72]([OH:76])=[O:71])=[O:46])=[CH:48][CH:49]=1)=[O:27])=[CH:5]2.